Dataset: NCI-60 drug combinations with 297,098 pairs across 59 cell lines. Task: Regression. Given two drug SMILES strings and cell line genomic features, predict the synergy score measuring deviation from expected non-interaction effect. (1) Drug 1: CC1CCC2CC(C(=CC=CC=CC(CC(C(=O)C(C(C(=CC(C(=O)CC(OC(=O)C3CCCCN3C(=O)C(=O)C1(O2)O)C(C)CC4CCC(C(C4)OC)O)C)C)O)OC)C)C)C)OC. Drug 2: COC1=C2C(=CC3=C1OC=C3)C=CC(=O)O2. Cell line: OVCAR-8. Synergy scores: CSS=26.0, Synergy_ZIP=-5.91, Synergy_Bliss=1.23, Synergy_Loewe=-19.4, Synergy_HSA=0.146. (2) Drug 1: C1CCC(C1)C(CC#N)N2C=C(C=N2)C3=C4C=CNC4=NC=N3. Drug 2: C1=CC(=CC=C1CC(C(=O)O)N)N(CCCl)CCCl.Cl. Cell line: CCRF-CEM. Synergy scores: CSS=44.5, Synergy_ZIP=2.27, Synergy_Bliss=0.619, Synergy_Loewe=-22.3, Synergy_HSA=-1.57. (3) Drug 1: C1=CC(=C2C(=C1NCCNCCO)C(=O)C3=C(C=CC(=C3C2=O)O)O)NCCNCCO. Drug 2: C1=CC(=CC=C1C#N)C(C2=CC=C(C=C2)C#N)N3C=NC=N3. Cell line: LOX IMVI. Synergy scores: CSS=28.9, Synergy_ZIP=-4.02, Synergy_Bliss=-6.58, Synergy_Loewe=-28.0, Synergy_HSA=-4.51. (4) Drug 1: CC1OCC2C(O1)C(C(C(O2)OC3C4COC(=O)C4C(C5=CC6=C(C=C35)OCO6)C7=CC(=C(C(=C7)OC)O)OC)O)O. Drug 2: C1CC(C1)(C(=O)O)C(=O)O.[NH2-].[NH2-].[Pt+2]. Cell line: NCI/ADR-RES. Synergy scores: CSS=4.65, Synergy_ZIP=-4.47, Synergy_Bliss=-2.63, Synergy_Loewe=-3.23, Synergy_HSA=-2.85. (5) Drug 1: C1=NC2=C(N=C(N=C2N1C3C(C(C(O3)CO)O)O)F)N. Drug 2: CCN(CC)CCNC(=O)C1=C(NC(=C1C)C=C2C3=C(C=CC(=C3)F)NC2=O)C. Cell line: PC-3. Synergy scores: CSS=8.47, Synergy_ZIP=-4.96, Synergy_Bliss=-1.08, Synergy_Loewe=-1.45, Synergy_HSA=-0.818.